The task is: Predict the product of the given reaction.. This data is from Forward reaction prediction with 1.9M reactions from USPTO patents (1976-2016). (1) Given the reactants [NH2:1][CH:2]1[CH2:7][CH2:6]C[N:4]([C:8]([O-:10])=[O:9])[CH2:3]1.[CH2:11]([C:15]1[N:16]=[C:17]2[CH:32]=[CH:31][CH:30]=[CH:29][N:18]2[C:19](=[O:28])[C:20]=1[C:21]1[CH:22]=[N:23][C:24](Cl)=[CH:25][CH:26]=1)[CH2:12][CH2:13][CH3:14].C([C:37]1N=C2C=CC=CN2[C:41](=O)[C:42]=1[C:43]1C=CC(Cl)=CC=1)CCC, predict the reaction product. The product is: [CH2:11]([C:15]1[N:16]=[C:17]2[CH:32]=[CH:31][CH:30]=[CH:29][N:18]2[C:19](=[O:28])[C:20]=1[C:21]1[CH:26]=[CH:25][C:24]([NH:1][C@@H:2]2[CH2:7][CH2:6][N:4]([C:8]([O:10][C:42]([CH3:43])([CH3:41])[CH3:37])=[O:9])[CH2:3]2)=[N:23][CH:22]=1)[CH2:12][CH2:13][CH3:14]. (2) Given the reactants [OH:1][N:2]1[C:6](=[O:7])[C:5]2=[CH:8][CH:9]=[CH:10][CH:11]=[C:4]2[C:3]1=[O:12].Br[CH2:14][CH2:15][CH2:16][CH3:17].C(N(CC)CC)C.CN(C)C=O, predict the reaction product. The product is: [CH2:14]([O:1][N:2]1[C:3](=[O:12])[C:4]2=[CH:11][CH:10]=[CH:9][CH:8]=[C:5]2[C:6]1=[O:7])[CH2:15][CH2:16][CH3:17]. (3) Given the reactants [O:1]1[CH:10]2[CH:5]([NH:6][CH2:7][CH2:8][CH2:9]2)[CH2:4][CH2:3][CH2:2]1.Br[CH2:12][CH2:13][CH2:14][Cl:15].C([O-])([O-])=O.[K+].[K+], predict the reaction product. The product is: [Cl:15][CH2:14][CH2:13][CH2:12][N:6]1[CH2:7][CH2:8][CH2:9][CH:10]2[O:1][CH2:2][CH2:3][CH2:4][CH:5]12. (4) Given the reactants [CH3:1][O:2][C:3]1[N:8]=[C:7]([O:9][CH3:10])[C:6]([CH:11]=[O:12])=[CH:5][N:4]=1.Cl([O-])=[O:14].[Na+].O.P([O-])(O)(O)=O.[Na+].O, predict the reaction product. The product is: [CH3:1][O:2][C:3]1[N:8]=[C:7]([O:9][CH3:10])[C:6]([C:11]([OH:14])=[O:12])=[CH:5][N:4]=1. (5) Given the reactants [Cl:1][C:2]1[CH:7]=[CH:6][C:5]([O:8][CH3:9])=[CH:4][C:3]=1[C:10]1[CH:20]=[C:19]([CH3:21])[C:13]2[N:14]=[C:15]([NH2:18])[N:16]=[N:17][C:12]=2[CH:11]=1.Br[C:23]1[CH:24]=[C:25]([S:29][CH2:30][CH2:31][N:32]2[CH2:36][CH2:35][CH2:34][CH2:33]2)[CH:26]=[CH:27][CH:28]=1.CC1(C)C2C(=C(P(C3C=CC=CC=3)C3C=CC=CC=3)C=CC=2)OC2C(P(C3C=CC=CC=3)C3C=CC=CC=3)=CC=CC1=2.CC(C)([O-])C.[K+], predict the reaction product. The product is: [Cl:1][C:2]1[CH:7]=[CH:6][C:5]([O:8][CH3:9])=[CH:4][C:3]=1[C:10]1[CH:20]=[C:19]([CH3:21])[C:13]2[N:14]=[C:15]([NH:18][C:23]3[CH:28]=[CH:27][CH:26]=[C:25]([S:29][CH2:30][CH2:31][N:32]4[CH2:33][CH2:34][CH2:35][CH2:36]4)[CH:24]=3)[N:16]=[N:17][C:12]=2[CH:11]=1. (6) Given the reactants [C:1]([O:5][C:6]([N-:8][S:9]([N:12]1[CH:17]=C[C:15](=[N+](C)C)[CH:14]=[CH:13]1)(=[O:11])=[O:10])=[O:7])([CH3:4])([CH3:3])[CH3:2].[Cl-].C[NH2+]C1CC[O:26][CH2:25]1.C(N(CC)CC)C, predict the reaction product. The product is: [CH3:17][N:12]([CH:13]1[CH2:14][CH2:15][O:26][CH2:25]1)[S:9]([NH:8][C:6](=[O:7])[O:5][C:1]([CH3:2])([CH3:3])[CH3:4])(=[O:10])=[O:11]. (7) Given the reactants CC(C)([O-])C.[Na+].[F:7][C:8]1[CH:13]=[CH:12][C:11]([C@@H:14]([N:16]2[CH2:21][CH2:20][CH2:19][CH:18]([CH:22](OC(=O)C)[C:23]3[CH:28]=[CH:27][C:26]([N:29]4[CH:33]=[C:32]([CH3:34])[N:31]=[CH:30]4)=[C:25]([O:35][CH3:36])[CH:24]=3)[C:17]2=[O:41])[CH3:15])=[CH:10][CH:9]=1.O, predict the reaction product. The product is: [F:7][C:8]1[CH:13]=[CH:12][C:11]([C@@H:14]([N:16]2[CH2:21][CH2:20][CH2:19]/[C:18](=[CH:22]\[C:23]3[CH:28]=[CH:27][C:26]([N:29]4[CH:33]=[C:32]([CH3:34])[N:31]=[CH:30]4)=[C:25]([O:35][CH3:36])[CH:24]=3)/[C:17]2=[O:41])[CH3:15])=[CH:10][CH:9]=1.